Dataset: Forward reaction prediction with 1.9M reactions from USPTO patents (1976-2016). Task: Predict the product of the given reaction. (1) Given the reactants [Cl-].[NH4+:2].Br[C@@H:4]1[C@H:8]2OC[C@H:11]([C:12]3C=C(C)C=CC=3S([O-])(=O)=O)[C@@H:7]2[O:6][CH2:5]1.N.C[OH:25], predict the reaction product. The product is: [NH2:2][CH2:12][C@H:11]([C@@H:7]1[CH:8]=[CH:4][CH2:5][O:6]1)[OH:25]. (2) Given the reactants [H-].[Al+3].[Li+].[H-].[H-].[H-].C1COCC1.[CH3:12][O:13][C:14]1[N:24]=[CH:23][C:22]2[S:21][CH2:20][CH2:19][NH:18][C:17](=O)[C:16]=2[CH:15]=1, predict the reaction product. The product is: [CH3:12][O:13][C:14]1[N:24]=[CH:23][C:22]2[S:21][CH2:20][CH2:19][NH:18][CH2:17][C:16]=2[CH:15]=1. (3) Given the reactants [CH2:1]([F:12])[O:2][CH:3]([C:8]([F:11])([F:10])[F:9])[C:4]([F:7])([F:6])[F:5], predict the reaction product. The product is: [CH2:1]([F:12])[O:2][CH:3]([C:4]([F:7])([F:5])[F:6])[C:8]([F:9])([F:11])[F:10].[CH:3]([OH:2])([C:8]([F:11])([F:10])[F:9])[C:4]([F:7])([F:6])[F:5]. (4) Given the reactants [CH2:1]([C:3]1[CH:8]=[CH:7][C:6]([S:9]([CH3:12])(=[O:11])=[O:10])=[CH:5][C:4]=1I)[CH3:2].[CH3:14][N:15]1[CH:24]=[C:23](B2OC(C)(C)C(C)(C)O2)[C:22]2[C:17](=[CH:18][CH:19]=[CH:20][CH:21]=2)[C:16]1=[O:34], predict the reaction product. The product is: [CH2:1]([C:3]1[CH:8]=[CH:7][C:6]([S:9]([CH3:12])(=[O:11])=[O:10])=[CH:5][C:4]=1[C:23]1[C:22]2[C:17](=[CH:18][CH:19]=[CH:20][CH:21]=2)[C:16](=[O:34])[N:15]([CH3:14])[CH:24]=1)[CH3:2]. (5) Given the reactants [I-].[CH3:2][S+](C)(C)=O.[C:7]([O:11][C:12]([N:14]1[CH2:19][CH2:18][C:17](=[O:20])[CH2:16][CH2:15]1)=[O:13])([CH3:10])([CH3:9])[CH3:8].[OH-].[Na+], predict the reaction product. The product is: [C:7]([O:11][C:12]([N:14]1[CH2:15][CH2:16][C:17]2([O:20][CH2:2]2)[CH2:18][CH2:19]1)=[O:13])([CH3:10])([CH3:8])[CH3:9]. (6) Given the reactants [NH:1]1[CH2:6][CH2:5][CH2:4][CH2:3][CH:2]1[C:7]([OH:9])=[O:8].[C:10](OC(=O)C)(=[O:12])C.O, predict the reaction product. The product is: [CH:10]([N:1]1[CH2:6][CH2:5][CH2:4][CH2:3][CH:2]1[C:7]([OH:9])=[O:8])=[O:12]. (7) Given the reactants [N+:1]([C:4]1[CH:5]=[CH:6][CH:7]=[C:8]2[C:13]=1[N:12]=[CH:11][CH:10]=[CH:9]2)([O-:3])=[O:2].[I:14]N1C(=O)CCC1=O.O, predict the reaction product. The product is: [I:14][C:10]1[CH:11]=[N:12][C:13]2[C:8]([CH:9]=1)=[CH:7][CH:6]=[CH:5][C:4]=2[N+:1]([O-:3])=[O:2].